From a dataset of Reaction yield outcomes from USPTO patents with 853,638 reactions. Predict the reaction yield, written as a fraction of the theoretical maximum amount of product (1.0 means a 100% yield; for example, 0.34 means a 34% yield). The reactants are C([N:3]([CH2:6][CH3:7])[CH2:4][CH3:5])C.N[C:9]1[CH:10]=[C:11]([NH:15][C:16](=O)[CH3:17])C=[CH:13][CH:14]=1.[OH2:19].[C:20](O)(=[O:22])C. The catalyst is C(O)CCC. The product is [CH:20]([C:10]1[CH:11]=[N:15][C:16]2[C:14]([CH:9]=1)=[CH:13][CH:7]=[C:6]([NH:3][C:4](=[O:19])[CH3:5])[CH:17]=2)=[O:22]. The yield is 0.890.